Dataset: Reaction yield outcomes from USPTO patents with 853,638 reactions. Task: Predict the reaction yield, written as a fraction of the theoretical maximum amount of product (1.0 means a 100% yield; for example, 0.34 means a 34% yield). (1) The reactants are [CH3:1][O:2][C:3]([C:5]1[CH:6]=[CH:7][CH:8]=[C:9]2[C:14]=1[N:13]=[CH:12][CH:11]=[CH:10]2)=[O:4].OO.C([O-])(O)=[O:18].[Na+]. The catalyst is CC(O)=O. The product is [CH3:1][O:2][C:3]([C:5]1[CH:6]=[CH:7][CH:8]=[C:9]2[C:14]=1[N:13]=[CH:12][C:11]([OH:18])=[CH:10]2)=[O:4]. The yield is 0.440. (2) The reactants are [CH3:1][CH:2]1[CH2:7][NH:6][CH2:5][CH2:4][NH:3]1.[C:8]([O:12][C:13](O[C:13]([O:12][C:8]([CH3:11])([CH3:10])[CH3:9])=[O:14])=[O:14])([CH3:11])([CH3:10])[CH3:9]. The catalyst is ClCCl. The product is [C:13]([N:6]1[CH2:5][CH2:4][NH:3][CH:2]([CH3:1])[CH2:7]1)([O:12][C:8]([CH3:11])([CH3:10])[CH3:9])=[O:14]. The yield is 1.00. (3) The reactants are [C:1]([O:5][C:6]([N:8]1[C:12](=[O:13])[CH2:11][CH2:10][C@H:9]1[C:14]([O:16][CH:17]([CH3:19])[CH3:18])=[O:15])=[O:7])([CH3:4])([CH3:3])[CH3:2].[BH4-].[Na+].C(OCC)(=O)C.CCCCCC. The catalyst is CO.O. The product is [C:1]([O:5][C:6]([NH:8][C@@H:9]([CH2:10][CH2:11][CH2:12][OH:13])[C:14]([O:16][CH:17]([CH3:19])[CH3:18])=[O:15])=[O:7])([CH3:2])([CH3:3])[CH3:4]. The yield is 0.640. (4) The catalyst is CCOCC.C1C=CC(P(C2C=CC=CC=2)[C-]2C=CC=C2)=CC=1.C1C=CC(P(C2C=CC=CC=2)[C-]2C=CC=C2)=CC=1.Cl[Pd]Cl.[Fe+2]. The yield is 0.740. The product is [Br:9][C:10]1[CH:14]=[C:13]([C:2]2[S:3][C:4]([CH3:7])=[CH:5][CH:6]=2)[S:12][C:11]=1[CH3:16]. The reactants are Br[C:2]1[S:3][C:4]([CH3:7])=[CH:5][CH:6]=1.[Mg].[Br:9][C:10]1[CH:14]=[C:13](Br)[S:12][C:11]=1[CH3:16].